Task: Predict the reactants needed to synthesize the given product.. Dataset: Retrosynthesis with 50K atom-mapped reactions and 10 reaction types from USPTO (1) Given the product CCSCC(C)(O)c1cc2cc(F)c(C(F)(F)F)cc2n1S(C)(=O)=O, predict the reactants needed to synthesize it. The reactants are: C#CC(C)(O)CSCC.CS(=O)(=O)Nc1cc(C(F)(F)F)c(F)cc1I. (2) Given the product CCCN(CCC)c1nc(C)c(Nc2c(C)cc(C)cc2C)c(OC)n1, predict the reactants needed to synthesize it. The reactants are: CCCN(CCC)c1nc(C)c(N)c(OC)n1.Cc1cc(C)c(Br)c(C)c1.